Dataset: TCR-epitope binding with 47,182 pairs between 192 epitopes and 23,139 TCRs. Task: Binary Classification. Given a T-cell receptor sequence (or CDR3 region) and an epitope sequence, predict whether binding occurs between them. (1) The epitope is LLQTGIHVRVSQPSL. The TCR CDR3 sequence is CSAVRGLANTEAFF. Result: 1 (the TCR binds to the epitope). (2) The epitope is LQPFPQPELPYPQPQ. The TCR CDR3 sequence is CASSQDPGPNSNQPQHF. Result: 0 (the TCR does not bind to the epitope). (3) The epitope is DATYQRTRALVR. The TCR CDR3 sequence is CSATSRAGDNEQFF. Result: 0 (the TCR does not bind to the epitope). (4) The epitope is IYSKHTPINL. The TCR CDR3 sequence is CASSSIKGAFF. Result: 0 (the TCR does not bind to the epitope).